Dataset: Forward reaction prediction with 1.9M reactions from USPTO patents (1976-2016). Task: Predict the product of the given reaction. (1) Given the reactants Cl[C:2]1[CH:7]=[CH:6][N:5]=[C:4]([CH3:8])[N:3]=1.[CH3:9][S-:10].[Na+], predict the reaction product. The product is: [CH3:8][C:4]1[N:3]=[C:2]([S:10][CH3:9])[CH:7]=[CH:6][N:5]=1. (2) Given the reactants [Cl:1][C:2]1[CH:10]=[CH:9][C:8]([C:11]2[CH:12]=[CH:13][C:14]3[O:18][C:17]([C:19]4[CH:24]=[CH:23][C:22]([F:25])=[CH:21][CH:20]=4)=[C:16]([C:26](=[O:29])[NH:27][CH3:28])[C:15]=3[CH:30]=2)=[CH:7][C:3]=1[C:4](O)=[O:5].[N:31]1[CH:36]=[CH:35][CH:34]=[CH:33][C:32]=1[C:37]1([NH2:40])[CH2:39][CH2:38]1.CN(C=O)C.CN(C(ON1N=NC2C=CC=NC1=2)=[N+](C)C)C.F[P-](F)(F)(F)(F)F, predict the reaction product. The product is: [Cl:1][C:2]1[CH:10]=[CH:9][C:8]([C:11]2[CH:12]=[CH:13][C:14]3[O:18][C:17]([C:19]4[CH:20]=[CH:21][C:22]([F:25])=[CH:23][CH:24]=4)=[C:16]([C:26]([NH:27][CH3:28])=[O:29])[C:15]=3[CH:30]=2)=[CH:7][C:3]=1[C:4](=[O:5])[NH:40][C:37]1([C:32]2[CH:33]=[CH:34][CH:35]=[CH:36][N:31]=2)[CH2:39][CH2:38]1. (3) Given the reactants [F:1][C:2]([F:15])([C:8]1[CH:13]=[N:12][C:11]([CH3:14])=[CH:10][N:9]=1)[C:3](OCC)=[O:4].[BH4-].[Na+], predict the reaction product. The product is: [F:15][C:2]([F:1])([C:8]1[CH:13]=[N:12][C:11]([CH3:14])=[CH:10][N:9]=1)[CH2:3][OH:4]. (4) Given the reactants [Br:1][C:2]1[CH:3]=[C:4]2[C:8](=[CH:9][CH:10]=1)[N:7]([CH:11]([C:18]1[CH:23]=[CH:22][CH:21]=[CH:20][CH:19]=1)[C:12]1[CH:17]=[CH:16][CH:15]=[CH:14][CH:13]=1)[C:6](=[O:24])[C:5]2(O)[C:25]1[C:34]([OH:35])=[CH:33][C:28]2[O:29][CH2:30][CH2:31][O:32][C:27]=2[CH:26]=1.C1(C(C2C=CC=CC=2)N2C3C(=C(F)C=CC=3)C(O)(C3C(O)=CC4OCCOC=4C=3)C2=O)C=CC=CC=1, predict the reaction product. The product is: [Br:1][C:2]1[CH:3]=[C:4]2[C:8](=[CH:9][CH:10]=1)[N:7]([CH:11]([C:18]1[CH:19]=[CH:20][CH:21]=[CH:22][CH:23]=1)[C:12]1[CH:17]=[CH:16][CH:15]=[CH:14][CH:13]=1)[C:6](=[O:24])[CH:5]2[C:25]1[C:34]([OH:35])=[CH:33][C:28]2[O:29][CH2:30][CH2:31][O:32][C:27]=2[CH:26]=1. (5) Given the reactants [S:1]1[CH:5]=[CH:4][S:3][C:2]1=[C:6]1[S:10][C:9]2[S:11][C:12](=[C:14]3[S:18][C:17]([C:19]([OH:21])=[O:20])=[CH:16][S:15]3)[S:13][C:8]=2[S:7]1.O1CCOCC1.C1COCC1.[NH3:33], predict the reaction product. The product is: [S:1]1[CH:5]=[CH:4][S:3][C:2]1=[C:6]1[S:7][C:8]2[S:13][C:12](=[C:14]3[S:18][C:17]([C:19]([O-:21])=[O:20])=[CH:16][S:15]3)[S:11][C:9]=2[S:10]1.[NH4+:33]. (6) Given the reactants Cl[C:2]1[N:9]=[C:8]([C:10]2[CH:15]=[CH:14][C:13]([Cl:16])=[CH:12][C:11]=2[Cl:17])[C:7]([C:18]2[CH:23]=[CH:22][C:21]([Cl:24])=[CH:20][CH:19]=2)=[CH:6][C:3]=1[C:4]#[N:5].[Br-].[F:26][C:27]1[CH:28]=[C:29]([CH:32]=[CH:33][C:34]=1[F:35])[CH2:30][Zn+], predict the reaction product. The product is: [Cl:24][C:21]1[CH:20]=[CH:19][C:18]([C:7]2[C:8]([C:10]3[CH:15]=[CH:14][C:13]([Cl:16])=[CH:12][C:11]=3[Cl:17])=[N:9][C:2]([CH2:30][C:29]3[CH:32]=[CH:33][C:34]([F:35])=[C:27]([F:26])[CH:28]=3)=[C:3]([CH:6]=2)[C:4]#[N:5])=[CH:23][CH:22]=1. (7) The product is: [C:20]([N:22]1[CH2:27][CH2:26][NH:25][CH2:24][CH2:23]1)([O:31][C:29]([CH3:32])([CH3:30])[CH3:28])=[O:21]. Given the reactants BrC1C=CC=CC=1OC1C=CC=CC=1Br.C([C:20]([N:22]1[CH2:27][CH2:26][NH:25][CH2:24][CH2:23]1)=[O:21])(C)(C)C.[CH3:28][C:29]([CH3:32])([O-:31])[CH3:30].[Na+].[Br-], predict the reaction product.